Dataset: Full USPTO retrosynthesis dataset with 1.9M reactions from patents (1976-2016). Task: Predict the reactants needed to synthesize the given product. (1) Given the product [ClH:1].[CH3:2][N:3]([C:4]1[CH:15]=[CH:14][C:7]([C:8]([O:10][CH2:11][CH:12]=[CH2:13])=[O:9])=[CH:6][CH:5]=1)[NH2:17], predict the reactants needed to synthesize it. The reactants are: [ClH:1].[CH3:2][NH:3][C:4]1[CH:15]=[CH:14][C:7]([C:8]([O:10][CH2:11][CH:12]=[CH2:13])=[O:9])=[CH:6][CH:5]=1.Cl.[N:17]([O-])=O.[Na+]. (2) Given the product [C:1]([NH:12][C:13]1[CH:14]=[N:15][C:16]2[C:21]([CH:22]=1)=[CH:20][CH:19]=[CH:18][CH:17]=2)(=[O:3])[CH3:2], predict the reactants needed to synthesize it. The reactants are: [C:1](Cl)(=[O:3])[CH3:2].C(N(CC)CC)C.[NH2:12][C:13]1[CH:14]=[N:15][C:16]2[C:21]([CH:22]=1)=[CH:20][CH:19]=[CH:18][CH:17]=2.Cl. (3) Given the product [CH3:1][N:2]([CH3:26])[C:3](=[O:25])[CH2:4][C:5]1[CH:10]=[C:9]([CH3:11])[CH:8]=[CH:7][C:6]=1[NH:12][C:13]1[CH:18]=[CH:17][C:16]([CH:27]=[CH2:28])=[C:15]([C:20]([F:23])([F:22])[F:21])[C:14]=1[F:24], predict the reactants needed to synthesize it. The reactants are: [CH3:1][N:2]([CH3:26])[C:3](=[O:25])[CH2:4][C:5]1[CH:10]=[C:9]([CH3:11])[CH:8]=[CH:7][C:6]=1[NH:12][C:13]1[CH:18]=[CH:17][C:16](Br)=[C:15]([C:20]([F:23])([F:22])[F:21])[C:14]=1[F:24].[CH:27]([Sn](CCCC)(CCCC)CCCC)=[CH2:28].CCOC(C)=O.[Na+].[Cl-]. (4) Given the product [CH3:3][O:4][C:5]([C:7]1[C:15]2[C:10](=[CH:11][CH:12]=[CH:13][CH:14]=2)[N:9]([CH2:16][C:17]2[CH:22]=[CH:21][CH:20]=[CH:19][CH:18]=2)[N:8]=1)=[O:6], predict the reactants needed to synthesize it. The reactants are: [H-].[Na+].[CH3:3][O:4][C:5]([C:7]1[C:15]2[C:10](=[CH:11][CH:12]=[CH:13][CH:14]=2)[NH:9][N:8]=1)=[O:6].[CH2:16](Br)[C:17]1[CH:22]=[CH:21][CH:20]=[CH:19][CH:18]=1.[Na+].[Cl-]. (5) Given the product [CH3:1][CH:2]([CH3:33])[C:3]([NH:5][C:6]1[CH:11]=[CH:10][CH:9]=[C:8]([CH:12]2[CH2:17][CH2:16][N:15]([CH2:18][CH2:19][CH2:20][C:21]3[C:42]4[C:37](=[CH:38][CH:39]=[CH:40][CH:41]=4)[N:35]([CH3:34])[C:22]=3[C:24]3[CH:29]=[CH:28][C:27]([N+:30]([O-:32])=[O:31])=[CH:26][CH:25]=3)[CH2:14][CH2:13]2)[CH:7]=1)=[O:4], predict the reactants needed to synthesize it. The reactants are: [CH3:1][CH:2]([CH3:33])[C:3]([NH:5][C:6]1[CH:11]=[CH:10][CH:9]=[C:8]([CH:12]2[CH2:17][CH2:16][N:15]([CH2:18][CH2:19][CH2:20][CH2:21][C:22]([C:24]3[CH:29]=[CH:28][C:27]([N+:30]([O-:32])=[O:31])=[CH:26][CH:25]=3)=O)[CH2:14][CH2:13]2)[CH:7]=1)=[O:4].[CH3:34][N:35]([C:37]1[CH:42]=[CH:41][CH:40]=[CH:39][CH:38]=1)N. (6) Given the product [C:13]([O:16][C:9]1[CH:8]=[CH:7][C:6]2[C:11](=[C:2]([OH:1])[CH:3]=[CH:4][CH:5]=2)[N:10]=1)(=[O:15])[CH3:14], predict the reactants needed to synthesize it. The reactants are: [OH:1][C:2]1[CH:3]=[CH:4][CH:5]=[C:6]2[C:11]=1[N+:10]([O-])=[CH:9][CH:8]=[CH:7]2.[C:13]([O:16]C(=O)C)(=[O:15])[CH3:14].C(O)(=O)C. (7) The reactants are: [Cl:1][CH2:2][CH2:3][CH2:4][N:5]1[CH2:10][C:9]2[CH:11]=[CH:12][CH:13]=[CH:14][C:8]=2[NH:7][S:6]1(=[O:16])=[O:15].[F:17][C:18]1[CH:19]=[C:20](B(O)O)[CH:21]=[CH:22][CH:23]=1. Given the product [Cl:1][CH2:2][CH2:3][CH2:4][N:5]1[CH2:10][C:9]2[CH:11]=[CH:12][CH:13]=[CH:14][C:8]=2[N:7]([C:22]2[CH:21]=[CH:20][CH:19]=[C:18]([F:17])[CH:23]=2)[S:6]1(=[O:16])=[O:15], predict the reactants needed to synthesize it.